Dataset: Full USPTO retrosynthesis dataset with 1.9M reactions from patents (1976-2016). Task: Predict the reactants needed to synthesize the given product. Given the product [CH3:6][O:7][C:8](=[O:20])[C:9]1[CH:14]=[C:13]([N+:15]([O-:17])=[O:16])[CH:12]=[CH:11][C:10]=1[CH2:18][O:4][CH3:3], predict the reactants needed to synthesize it. The reactants are: [H-].[Na+].[CH3:3][O-:4].[Na+].[CH3:6][O:7][C:8](=[O:20])[C:9]1[CH:14]=[C:13]([N+:15]([O-:17])=[O:16])[CH:12]=[CH:11][C:10]=1[CH2:18]Br.[NH4+].[Cl-].